Dataset: Reaction yield outcomes from USPTO patents with 853,638 reactions. Task: Predict the reaction yield, written as a fraction of the theoretical maximum amount of product (1.0 means a 100% yield; for example, 0.34 means a 34% yield). (1) The reactants are [Cl:1][C:2]1[CH:7]=[CH:6][C:5]([C:8]2[N:9]([CH2:23][C@H:24]([OH:29])[C:25]([F:28])([F:27])[F:26])[C:10](=[O:22])[N:11]([CH2:13][C:14]3[N:18]=[C:17]([CH:19]([OH:21])[CH3:20])[NH:16][N:15]=3)[N:12]=2)=[CH:4][CH:3]=1.[CH2:30]([C:32]1[CH:37]=[CH:36][CH:35]=[CH:34][C:33]=1B(O)O)[CH3:31]. The catalyst is N1C=CC=CC=1.C([O-])(=O)C.[Cu+2].C([O-])(=O)C. The product is [Cl:1][C:2]1[CH:3]=[CH:4][C:5]([C:8]2[N:9]([CH2:23][C@H:24]([OH:29])[C:25]([F:26])([F:28])[F:27])[C:10](=[O:22])[N:11]([CH2:13][C:14]3[N:18]=[C:17]([CH:19]([OH:21])[CH3:20])[N:16]([C:33]4[CH:34]=[CH:35][CH:36]=[CH:37][C:32]=4[CH2:30][CH3:31])[N:15]=3)[N:12]=2)=[CH:6][CH:7]=1. The yield is 0.0910. (2) The reactants are [CH3:1][O:2][C:3]1[CH:8]=[CH:7][CH:6]=[C:5]([O:9][CH3:10])[C:4]=1B(O)O.Br[C:15]1[CH:20]=[CH:19][C:18](/[C:21](/[CH3:28])=[CH:22]/[C:23]([O:25][CH2:26][CH3:27])=[O:24])=[CH:17][CH:16]=1. No catalyst specified. The product is [CH3:1][O:2][C:3]1[CH:8]=[CH:7][CH:6]=[C:5]([O:9][CH3:10])[C:4]=1[C:15]1[CH:20]=[CH:19][C:18](/[C:21](/[CH3:28])=[CH:22]/[C:23]([O:25][CH2:26][CH3:27])=[O:24])=[CH:17][CH:16]=1. The yield is 0.730.